Dataset: Catalyst prediction with 721,799 reactions and 888 catalyst types from USPTO. Task: Predict which catalyst facilitates the given reaction. (1) Reactant: [Cl:1][C:2]1[CH:7]=[CH:6][C:5]([CH2:8][C:9]2[C:14]3[CH:15]=[N:16][CH:17]=[CH:18][C:13]=3[C:12](=[O:19])[N:11]([CH2:20][C@H:21]3[CH2:25][CH2:24][CH2:23][NH:22]3)[N:10]=2)=[CH:4][CH:3]=1.Br[CH2:27][CH2:28][N:29]1[C:37](=[O:38])[C:36]2[C:31](=[CH:32][CH:33]=[CH:34][CH:35]=2)[C:30]1=[O:39].C(=O)([O-])[O-].[K+].[K+]. Product: [Cl:1][C:2]1[CH:7]=[CH:6][C:5]([CH2:8][C:9]2[C:14]3[CH:15]=[N:16][CH:17]=[CH:18][C:13]=3[C:12](=[O:19])[N:11]([CH2:20][C@H:21]3[CH2:25][CH2:24][CH2:23][N:22]3[CH2:27][CH2:28][N:29]3[C:30](=[O:39])[C:31]4[C:36](=[CH:35][CH:34]=[CH:33][CH:32]=4)[C:37]3=[O:38])[N:10]=2)=[CH:4][CH:3]=1. The catalyst class is: 131. (2) Reactant: [F:1][C:2]1[CH:7]=[C:6]([N+:8]([O-])=O)[C:5]([O:11][CH3:12])=[CH:4][C:3]=1[N:13]1[CH2:18][CH2:17][CH:16]([N:19]2[CH2:24][CH2:23][N:22]([CH3:25])[CH2:21][CH2:20]2)[CH2:15][CH2:14]1. Product: [F:1][C:2]1[C:3]([N:13]2[CH2:18][CH2:17][CH:16]([N:19]3[CH2:24][CH2:23][N:22]([CH3:25])[CH2:21][CH2:20]3)[CH2:15][CH2:14]2)=[CH:4][C:5]([O:11][CH3:12])=[C:6]([CH:7]=1)[NH2:8]. The catalyst class is: 43.